Regression. Given two drug SMILES strings and cell line genomic features, predict the synergy score measuring deviation from expected non-interaction effect. From a dataset of Merck oncology drug combination screen with 23,052 pairs across 39 cell lines. (1) Drug 1: O=S1(=O)NC2(CN1CC(F)(F)F)C1CCC2Cc2cc(C=CCN3CCC(C(F)(F)F)CC3)ccc2C1. Drug 2: C=CCn1c(=O)c2cnc(Nc3ccc(N4CCN(C)CC4)cc3)nc2n1-c1cccc(C(C)(C)O)n1. Cell line: MDAMB436. Synergy scores: synergy=7.91. (2) Drug 1: Nc1ccn(C2OC(CO)C(O)C2(F)F)c(=O)n1. Drug 2: COC1=C2CC(C)CC(OC)C(O)C(C)C=C(C)C(OC(N)=O)C(OC)C=CC=C(C)C(=O)NC(=CC1=O)C2=O. Cell line: UWB1289BRCA1. Synergy scores: synergy=14.8. (3) Drug 1: NC(=O)c1cccc2cn(-c3ccc(C4CCCNC4)cc3)nc12. Drug 2: CNC(=O)c1cc(Oc2ccc(NC(=O)Nc3ccc(Cl)c(C(F)(F)F)c3)cc2)ccn1. Cell line: UACC62. Synergy scores: synergy=5.32.